Dataset: Full USPTO retrosynthesis dataset with 1.9M reactions from patents (1976-2016). Task: Predict the reactants needed to synthesize the given product. (1) Given the product [NH2:7][C@H:8]([CH2:28][C:29]1[CH:30]=[CH:31][CH:32]=[CH:33][CH:34]=1)[CH2:9][NH:10][C:11]1[C:12]2[CH:26]=[CH:25][N:24]=[C:23]([NH:36][C:37]3[CH:42]=[CH:41][CH:40]=[CH:39][CH:38]=3)[C:13]=2[N:14]=[C:15]([C:17]2[CH:18]=[CH:19][N:20]=[CH:21][CH:22]=2)[N:16]=1, predict the reactants needed to synthesize it. The reactants are: C(OC(=O)[NH:7][C@@H:8]([CH2:28][C:29]1[CH:34]=[CH:33][CH:32]=[CH:31][CH:30]=1)[CH2:9][NH:10][C:11]1[C:12]2[CH:26]=[CH:25][N:24]=[C:23](Cl)[C:13]=2[N:14]=[C:15]([C:17]2[CH:22]=[CH:21][N:20]=[CH:19][CH:18]=2)[N:16]=1)(C)(C)C.[NH2:36][C:37]1[CH:42]=[CH:41][CH:40]=[CH:39][CH:38]=1.CC1(C)C2C(=C(P(C3C=CC=CC=3)C3C=CC=CC=3)C=CC=2)OC2C(P(C3C=CC=CC=3)C3C=CC=CC=3)=CC=CC1=2.CC(C)([O-])C.[Na+]. (2) Given the product [CH2:21]([N:5]([CH2:2][CH2:3][CH3:4])[CH2:6][CH2:7][CH2:8][CH2:9][N:10]([CH2:12][C:13]1[CH:14]=[CH:15][C:16]([CH2:17][NH2:18])=[CH:19][CH:20]=1)[CH3:11])[CH2:22][CH3:23], predict the reactants needed to synthesize it. The reactants are: Cl.[CH2:2]([N:5]([CH2:21][CH2:22][CH3:23])[CH2:6][CH2:7][CH2:8][CH2:9][N:10]([CH2:12][C:13]1[CH:20]=[CH:19][C:16]([CH2:17][NH2:18])=[CH:15][CH:14]=1)[CH3:11])[CH2:3][CH3:4].[OH-].[Na+]. (3) Given the product [C:39]([NH:1][C:2]1[CH:10]=[C:9]2[C:5]([CH2:6][CH2:7][CH2:8]2)=[C:4]([NH:11][C:12]2[N:17]=[C:16]([NH:18][C:19]3[CH:28]=[CH:27][CH:26]=[CH:25][C:20]=3[C:21]([NH:23][CH3:24])=[O:22])[C:15]([Cl:29])=[CH:14][N:13]=2)[CH:3]=1)(=[O:42])[CH:40]=[CH2:41], predict the reactants needed to synthesize it. The reactants are: [NH2:1][C:2]1[CH:10]=[C:9]2[C:5]([CH2:6][CH2:7][CH2:8]2)=[C:4]([NH:11][C:12]2[N:17]=[C:16]([NH:18][C:19]3[CH:28]=[CH:27][CH:26]=[CH:25][C:20]=3[C:21]([NH:23][CH3:24])=[O:22])[C:15]([Cl:29])=[CH:14][N:13]=2)[CH:3]=1.CCN(C(C)C)C(C)C.[C:39](Cl)(=[O:42])[CH:40]=[CH2:41]. (4) The reactants are: [CH:1]1([C:5](Cl)=[O:6])[CH2:4][CH2:3][CH2:2]1.[C:8]1([NH:14][NH2:15])[CH:13]=[CH:12][CH:11]=[CH:10][CH:9]=1.N1C=CC=CC=1.Cl. Given the product [C:8]1([NH:14][NH:15][C:5]([CH:1]2[CH2:4][CH2:3][CH2:2]2)=[O:6])[CH:13]=[CH:12][CH:11]=[CH:10][CH:9]=1, predict the reactants needed to synthesize it. (5) The reactants are: [NH2:1][C:2]1[N:7]=[CH:6][C:5]([C:8]([NH:10][C:11]2[N:20]3[CH2:21][CH2:22][N:23]=[C:19]3[C:18]3[CH:17]=[CH:16][C:15]([O:24][CH2:25][C@@:26]([OH:37])([CH3:36])[CH2:27][N:28]4[CH2:33][C@H:32]([CH3:34])[O:31][C@H:30]([CH3:35])[CH2:29]4)=[C:14]([OH:38])[C:13]=3[N:12]=2)=[O:9])=[CH:4][N:3]=1.C([O-])([O-])=O.[Cs+].[Cs+].[F:45][C:46]1[CH:51]=[CH:50][C:49]([CH2:52][CH2:53]Br)=[CH:48][CH:47]=1. Given the product [NH2:1][C:2]1[N:3]=[CH:4][C:5]([C:8]([NH:10][C:11]2[N:20]3[CH2:21][CH2:22][N:23]=[C:19]3[C:18]3[CH:17]=[CH:16][C:15]([O:24][CH2:25][C@@:26]([OH:37])([CH3:36])[CH2:27][N:28]4[CH2:33][C@H:32]([CH3:34])[O:31][C@H:30]([CH3:35])[CH2:29]4)=[C:14]([O:38][CH2:53][CH2:52][C:49]4[CH:50]=[CH:51][C:46]([F:45])=[CH:47][CH:48]=4)[C:13]=3[N:12]=2)=[O:9])=[CH:6][N:7]=1, predict the reactants needed to synthesize it. (6) Given the product [CH3:13][N:14]1[C:6]([NH2:7])=[CH:5][C:4]([C:3]([CH3:10])([CH3:9])[C:2]([F:1])([F:11])[F:12])=[N:15]1, predict the reactants needed to synthesize it. The reactants are: [F:1][C:2]([F:12])([F:11])[C:3]([CH3:10])([CH3:9])[C:4](=O)[CH2:5][C:6]#[N:7].[CH3:13][NH:14][NH2:15]. (7) Given the product [F:32][C:11]1[CH:10]=[C:9]([O:8][C:6]2[N:5]=[CH:4][N:3]=[C:2]([NH:1][C:36]([N:35]3[CH2:33][CH:39]([CH2:41][OH:42])[CH2:38]3)=[O:50])[CH:7]=2)[C:14]([F:15])=[CH:13][C:12]=1[NH:16][C:17]([C:19]1([C:22]([NH:24][C:25]2[CH:26]=[CH:27][C:28]([F:31])=[CH:29][CH:30]=2)=[O:23])[CH2:20][CH2:21]1)=[O:18], predict the reactants needed to synthesize it. The reactants are: [NH2:1][C:2]1[CH:7]=[C:6]([O:8][C:9]2[C:14]([F:15])=[CH:13][C:12]([NH:16][C:17]([C:19]3([C:22]([NH:24][C:25]4[CH:30]=[CH:29][C:28]([F:31])=[CH:27][CH:26]=4)=[O:23])[CH2:21][CH2:20]3)=[O:18])=[C:11]([F:32])[CH:10]=2)[N:5]=[CH:4][N:3]=1.[CH2:33]([N:35]([CH2:38][CH3:39])[CH2:36]C)C.Cl[C:41](OC1C=CC=CC=1)=[O:42].[O:50]1CCCC1.